From a dataset of Catalyst prediction with 721,799 reactions and 888 catalyst types from USPTO. Predict which catalyst facilitates the given reaction. (1) Reactant: [CH2:1]([O:5][CH2:6][CH2:7][O:8][C:9]1[CH:14]=[CH:13][C:12]([C:15]2[CH:16]=[CH:17][C:18]3[N:24](C(=O)C(F)(F)F)[CH2:23][CH2:22][C:21]([C:31]([NH:33][C:34]4[CH:39]=[CH:38][C:37]([C@H:40]([OH:48])[C:41]5[CH:46]=[CH:45][CH:44]=[CH:43][N+:42]=5[O-:47])=[CH:36][CH:35]=4)=[O:32])=[CH:20][C:19]=3[CH:49]=2)=[CH:11][CH:10]=1)[CH2:2][CH2:3][CH3:4].[BH4-].[Na+].O. Product: [CH2:1]([O:5][CH2:6][CH2:7][O:8][C:9]1[CH:10]=[CH:11][C:12]([C:15]2[CH:16]=[CH:17][C:18]3[NH:24][CH2:23][CH2:22][C:21]([C:31]([NH:33][C:34]4[CH:35]=[CH:36][C:37]([C@H:40]([OH:48])[C:41]5[CH:46]=[CH:45][CH:44]=[CH:43][N+:42]=5[O-:47])=[CH:38][CH:39]=4)=[O:32])=[CH:20][C:19]=3[CH:49]=2)=[CH:13][CH:14]=1)[CH2:2][CH2:3][CH3:4]. The catalyst class is: 8. (2) Reactant: [CH2:1]([C@:8]1([C:23]([NH:25][CH2:26][CH:27]([C:29]2[CH:34]=[C:33]([O:35][CH3:36])[CH:32]=[C:31]([O:37][CH3:38])[CH:30]=2)[OH:28])=[O:24])[O:12][C:11](=[O:13])[N:10]([C@@H:14]([C:16]2[CH:21]=[CH:20][CH:19]=[CH:18][CH:17]=2)[CH3:15])[C:9]1=[O:22])[C:2]1[CH:7]=[CH:6][CH:5]=[CH:4][CH:3]=1.CC(OI1(OC(C)=O)(OC(C)=O)OC(=O)C2C=CC=CC1=2)=O.C(=O)(O)[O-].[Na+].S([O-])([O-])(=O)=S.[Na+].[Na+]. The catalyst class is: 4. Product: [CH2:1]([C@:8]1([C:23]([NH:25][CH2:26][C:27]([C:29]2[CH:34]=[C:33]([O:35][CH3:36])[CH:32]=[C:31]([O:37][CH3:38])[CH:30]=2)=[O:28])=[O:24])[O:12][C:11](=[O:13])[N:10]([C@@H:14]([C:16]2[CH:17]=[CH:18][CH:19]=[CH:20][CH:21]=2)[CH3:15])[C:9]1=[O:22])[C:2]1[CH:7]=[CH:6][CH:5]=[CH:4][CH:3]=1.